From a dataset of Reaction yield outcomes from USPTO patents with 853,638 reactions. Predict the reaction yield, written as a fraction of the theoretical maximum amount of product (1.0 means a 100% yield; for example, 0.34 means a 34% yield). (1) The reactants are [CH:1](=[O:9])[CH2:2][CH2:3][CH2:4][CH2:5][CH2:6][CH:7]=[CH2:8].C[C:11](C)=[O:12].OS(O)(=O)=O.O=[Cr](=O)=O.C(O)(C)C. The catalyst is CC(C)=O.CO.O.C1(C)C=CC(S(O)(=O)=O)=CC=1. The product is [C:1]([O:12][CH3:11])(=[O:9])[CH2:2][CH2:3][CH2:4][CH2:5][CH2:6][CH:7]=[CH2:8]. The yield is 0.910. (2) The product is [CH2:6]([O:5][C:3]([C:2]1[C:1](=[O:9])[NH:21][C:22]2[C:16]([C:17]=1[OH:18])=[CH:26][CH:25]=[CH:24][CH:23]=2)=[O:4])[CH3:7]. The catalyst is CC(N(C)C)=O. The yield is 0.300. The reactants are [C:1]([O:9]CC)(=O)[CH2:2][C:3]([O:5][CH2:6][CH3:7])=[O:4].[H-].[Na+].[H][H].[C:16]12[C:22](=[CH:23][CH:24]=[CH:25][CH:26]=1)[NH:21]C(=O)O[C:17]2=[O:18].Cl. (3) The reactants are Cl.[CH3:2][NH:3][C:4]([C:6]1[CH:7]=[CH:8][C:9]([CH2:12][CH2:13][C:14]([OH:16])=O)=[N:10][CH:11]=1)=[O:5].C(N(C(C)C)C(C)C)C.[NH2:26][CH2:27][C:28]([N:30]([C:32]1[CH:37]=[CH:36][C:35]([Cl:38])=[C:34]([CH2:39][O:40][C:41]2[C:49]3[N:48]=[C:47]([O:50][CH3:51])[N:46]([CH2:52][C:53]4[CH:58]=[CH:57][CH:56]=[CH:55][N:54]=4)[C:45]=3[CH:44]=[CH:43][CH:42]=2)[C:33]=1[Cl:59])[CH3:31])=[O:29].C1C=CC2N(O)N=NC=2C=1.CCN=C=NCCCN(C)C. The catalyst is ClCCl. The product is [NH4+:3].[Cl:59][C:33]1[C:34]([CH2:39][O:40][C:41]2[C:49]3[N:48]=[C:47]([O:50][CH3:51])[N:46]([CH2:52][C:53]4[CH:58]=[CH:57][CH:56]=[CH:55][N:54]=4)[C:45]=3[CH:44]=[CH:43][CH:42]=2)=[C:35]([Cl:38])[CH:36]=[CH:37][C:32]=1[N:30]([CH3:31])[C:28](=[O:29])[CH2:27][NH:26][C:14](=[O:16])[CH2:13][CH2:12][C:9]1[CH:8]=[CH:7][C:6]([C:4]([NH:3][CH3:2])=[O:5])=[CH:11][N:10]=1. The yield is 0.0500. (4) The reactants are [F:1][C:2]1[CH:7]=[CH:6][C:5]([N:8]2[C:12]([NH:13][C:14](=[O:22])OC3C=CC=CC=3)=[CH:11][C:10]([C:23]([F:26])([F:25])[F:24])=[N:9]2)=[CH:4][CH:3]=1.[CH3:27][O:28][C:29]1[CH:30]=[C:31]2[C:36](=[CH:37][C:38]=1[O:39][CH3:40])[N:35]=[CH:34][N:33]=[C:32]2[O:41][C:42]1[CH:43]=[C:44]([CH:46]=[CH:47][CH:48]=1)[NH2:45]. The catalyst is CN(C)C1C=CN=CC=1.C1COCC1. The product is [CH3:27][O:28][C:29]1[CH:30]=[C:31]2[C:36](=[CH:37][C:38]=1[O:39][CH3:40])[N:35]=[CH:34][N:33]=[C:32]2[O:41][C:42]1[CH:43]=[C:44]([NH:45][C:14]([NH:13][C:12]2[N:8]([C:5]3[CH:4]=[CH:3][C:2]([F:1])=[CH:7][CH:6]=3)[N:9]=[C:10]([C:23]([F:24])([F:25])[F:26])[CH:11]=2)=[O:22])[CH:46]=[CH:47][CH:48]=1. The yield is 0.890. (5) The reactants are [C:1]([C:4]1[O:5][CH:6]=[C:7]([C:9]([OH:11])=O)[N:8]=1)(=[O:3])[CH3:2].[NH2:12][C@@H:13]([CH3:30])[CH2:14][N:15]1[CH:19]=[CH:18][C:17]([C:20]2[CH:27]=[CH:26][C:23]([C:24]#[N:25])=[C:22]([Cl:28])[C:21]=2[CH3:29])=[N:16]1. No catalyst specified. The product is [C:1]([C:4]1[O:5][CH:6]=[C:7]([C:9]([NH:12][C@@H:13]([CH3:30])[CH2:14][N:15]2[CH:19]=[CH:18][C:17]([C:20]3[CH:27]=[CH:26][C:23]([C:24]#[N:25])=[C:22]([Cl:28])[C:21]=3[CH3:29])=[N:16]2)=[O:11])[N:8]=1)(=[O:3])[CH3:2]. The yield is 0.125. (6) The reactants are [NH2:1][C:2]1[N:3]=[CH:4][C:5]([C:18]2[CH:39]=[CH:38][C:21]([C:22]([N:24]3[CH2:30][CH2:29][CH2:28][N:27](C(OC(C)(C)C)=O)[CH2:26][CH2:25]3)=[O:23])=[CH:20][CH:19]=2)=[N:6][C:7]=1[C:8]1[NH:12][C:11]2[CH:13]=[C:14]([CH3:17])[CH:15]=[CH:16][C:10]=2[N:9]=1.C(O)(C(F)(F)F)=O. The catalyst is C(Cl)Cl. The product is [NH2:1][C:2]1[N:3]=[CH:4][C:5]([C:18]2[CH:19]=[CH:20][C:21]([C:22]([N:24]3[CH2:30][CH2:29][CH2:28][NH:27][CH2:26][CH2:25]3)=[O:23])=[CH:38][CH:39]=2)=[N:6][C:7]=1[C:8]1[N:9]=[C:10]2[CH2:16][CH:15]=[C:14]([CH3:17])[CH:13]=[C:11]2[N:12]=1. The yield is 0.990. (7) The reactants are C([O-])([O-])=O.[Na+].[Na+].[O:7]=[C:8]([N:20]1[CH2:25][CH2:24][N:23]([C:26](=[O:37])[C:27]2[CH:32]=[CH:31][CH:30]=[CH:29][C:28]=2[C:33]([F:36])([F:35])[F:34])[CH2:22][CH2:21]1)[CH2:9][NH:10][C:11]([C:13]1[N:14]=[N:15][C:16](Cl)=[CH:17][CH:18]=1)=[O:12].[C:38]1(B(O)O)[CH:43]=[CH:42][CH:41]=[CH:40][CH:39]=1. The catalyst is CN(C=O)C.O.Cl[Pd]Cl. The product is [O:7]=[C:8]([N:20]1[CH2:25][CH2:24][N:23]([C:26](=[O:37])[C:27]2[CH:32]=[CH:31][CH:30]=[CH:29][C:28]=2[C:33]([F:36])([F:35])[F:34])[CH2:22][CH2:21]1)[CH2:9][NH:10][C:11]([C:13]1[N:14]=[N:15][C:16]([C:38]2[CH:43]=[CH:42][CH:41]=[CH:40][CH:39]=2)=[CH:17][CH:18]=1)=[O:12]. The yield is 0.110.